The task is: Predict which catalyst facilitates the given reaction.. This data is from Catalyst prediction with 721,799 reactions and 888 catalyst types from USPTO. (1) Reactant: [F:1][C:2]1[CH:7]=[CH:6][C:5]([OH:8])=[CH:4][C:3]=1[C@:9]1([CH2:28][F:29])[CH2:14][C@@H:13]([C:15]([F:18])([F:17])[F:16])[O:12][C:11]([NH:19]C(=O)C2C=CC=CC=2)=[N:10]1.N12CCCN=C1CCCCC2. Product: [NH2:19][C:11]1[O:12][C@H:13]([C:15]([F:17])([F:18])[F:16])[CH2:14][C@:9]([C:3]2[CH:4]=[C:5]([OH:8])[CH:6]=[CH:7][C:2]=2[F:1])([CH2:28][F:29])[N:10]=1. The catalyst class is: 5. (2) Reactant: [Cl:1][C:2]1[CH:7]=[CH:6][C:5]([C:8]2[C:14]3[CH:15]=[C:16]([O:19][CH3:20])[CH:17]=[CH:18][C:13]=3[N:12]3[C:21]([CH3:24])=[N:22][N:23]=[C:11]3[C@H:10]([CH2:25][C:26]([OH:28])=[O:27])[N:9]=2)=[CH:4][CH:3]=1.CC(C)N=C=NC(C)C.[CH2:38](O)[CH2:39][CH2:40][CH3:41]. Product: [Cl:1][C:2]1[CH:7]=[CH:6][C:5]([C:8]2[C:14]3[CH:15]=[C:16]([O:19][CH3:20])[CH:17]=[CH:18][C:13]=3[N:12]3[C:21]([CH3:24])=[N:22][N:23]=[C:11]3[C@H:10]([CH2:25][C:26]([O:28][CH2:38][CH2:39][CH2:40][CH3:41])=[O:27])[N:9]=2)=[CH:4][CH:3]=1. The catalyst class is: 142.